From a dataset of Catalyst prediction with 721,799 reactions and 888 catalyst types from USPTO. Predict which catalyst facilitates the given reaction. (1) Reactant: C([Si]([O:18][C@@H:19]1[CH2:35][C:34]2[C@@:22]([CH3:39])([CH:23]3[CH:31]([CH2:32][CH:33]=2)[CH:30]2[C@@:26]([CH3:38])([C@@H:27]([C:36]#[CH:37])[CH2:28][CH2:29]2)[CH2:25][CH2:24]3)[CH2:21][CH2:20]1)(C1C=CC=CC=1)C1C=CC=CC=1)(C)(C)C. Product: [C:36]([C@@H:27]1[C@:26]2([CH3:38])[CH:30]([CH:31]3[CH:23]([CH2:24][CH2:25]2)[C@:22]2([CH3:39])[C:34]([CH2:35][C@@H:19]([OH:18])[CH2:20][CH2:21]2)=[CH:33][CH2:32]3)[CH2:29][CH2:28]1)#[CH:37]. The catalyst class is: 209. (2) Reactant: [Br:1][C:2]1[CH:3]=[C:4]([C:20]2[S:42][C:23]3=[N:24][C:25]([N:29]4[CH2:34][CH2:33][N:32](C(OC(C)(C)C)=O)[CH2:31][CH2:30]4)=[CH:26][C:27](=[O:28])[N:22]3[N:21]=2)[CH:5]=[C:6]([NH:8][C:9](=[O:19])[CH2:10][NH:11]C(OC(C)(C)C)=O)[CH:7]=1.C(O)(C(F)(F)F)=O. Product: [NH2:11][CH2:10][C:9]([NH:8][C:6]1[CH:5]=[C:4]([C:20]2[S:42][C:23]3=[N:24][C:25]([N:29]4[CH2:34][CH2:33][NH:32][CH2:31][CH2:30]4)=[CH:26][C:27](=[O:28])[N:22]3[N:21]=2)[CH:3]=[C:2]([Br:1])[CH:7]=1)=[O:19]. The catalyst class is: 2.